This data is from Forward reaction prediction with 1.9M reactions from USPTO patents (1976-2016). The task is: Predict the product of the given reaction. (1) The product is: [NH2:26][C:14](=[O:15])[C:13]([CH3:18])([CH3:17])[C@H:12]([NH:11][C:9](=[O:10])[O:8][CH2:1][C:2]1[CH:7]=[CH:6][CH:5]=[CH:4][CH:3]=1)[CH3:19]. Given the reactants [CH2:1]([O:8][C:9]([NH:11][C@H:12]([CH3:19])[C:13]([CH3:18])([CH3:17])[C:14](O)=[O:15])=[O:10])[C:2]1[CH:7]=[CH:6][CH:5]=[CH:4][CH:3]=1.C1C=CC2N(O)N=[N:26]C=2C=1.CCN=C=NCCCN(C)C.CCN(C(C)C)C(C)C.N, predict the reaction product. (2) Given the reactants [N:1]([CH2:4][C:5]([NH:7][C:8]1[C:17]2[C:12](=[CH:13][CH:14]=[CH:15][CH:16]=2)[N:11]=[C:10]([N:18]2[CH2:24][CH2:23][CH2:22][C:21]3[CH:25]=[CH:26][CH:27]=[CH:28][C:20]=3[CH2:19]2)[CH:9]=1)=[O:6])=[N+]=[N-], predict the reaction product. The product is: [CH2:19]1[C:20]2[CH:28]=[CH:27][CH:26]=[CH:25][C:21]=2[CH2:22][CH2:23][CH2:24][N:18]1[C:10]1[CH:9]=[C:8]([NH:7][C:5](=[O:6])[CH2:4][NH2:1])[C:17]2[C:12](=[CH:13][CH:14]=[CH:15][CH:16]=2)[N:11]=1.